This data is from Full USPTO retrosynthesis dataset with 1.9M reactions from patents (1976-2016). The task is: Predict the reactants needed to synthesize the given product. (1) Given the product [Cl:1][C:2]1[CH:10]=[C:9]2[C:5]([C:6]([C:11]([N:13]3[CH2:18][CH2:17][C:16]4([C:22]5[CH:23]=[CH:24][CH:25]=[CH:26][C:21]=5[CH2:20][O:19]4)[CH2:15][CH2:14]3)=[O:12])=[CH:7][N:8]2[CH2:28][C:29]2[CH:34]=[CH:33][N:32]=[C:31]([CH3:35])[CH:30]=2)=[CH:4][CH:3]=1, predict the reactants needed to synthesize it. The reactants are: [Cl:1][C:2]1[CH:10]=[C:9]2[C:5]([C:6]([C:11]([N:13]3[CH2:18][CH2:17][C:16]4([C:22]5[CH:23]=[CH:24][CH:25]=[CH:26][C:21]=5[CH2:20][O:19]4)[CH2:15][CH2:14]3)=[O:12])=[CH:7][NH:8]2)=[CH:4][CH:3]=1.Cl[CH2:28][C:29]1[CH:34]=[CH:33][N:32]=[C:31]([CH3:35])[CH:30]=1. (2) Given the product [CH2:17]([C:14]1[CH:13]=[CH:12][C:11]([C:9]#[C:10][C:2]2[CH:8]=[CH:7][C:5]([NH2:6])=[CH:4][CH:3]=2)=[CH:16][CH:15]=1)[CH2:18][CH2:19][CH2:20][CH2:21][CH3:22], predict the reactants needed to synthesize it. The reactants are: I[C:2]1[CH:8]=[CH:7][C:5]([NH2:6])=[CH:4][CH:3]=1.[C:9]([C:11]1[CH:16]=[CH:15][C:14]([CH2:17][CH2:18][CH2:19][CH2:20][CH2:21][CH3:22])=[CH:13][CH:12]=1)#[CH:10]. (3) Given the product [CH2:22]([O:29][C:30]1[CH:35]=[C:34]([CH:33]=[CH:32][C:31]=1[N+:38]([O-:40])=[O:39])[CH2:36][CH:8]([CH2:9][CH3:10])[C:7]([C:1]1[CH:6]=[CH:5][CH:4]=[CH:3][CH:2]=1)=[O:11])[C:23]1[CH:28]=[CH:27][CH:26]=[CH:25][CH:24]=1, predict the reactants needed to synthesize it. The reactants are: [C:1]1([C:7](=[O:11])[CH2:8][CH2:9][CH3:10])[CH:6]=[CH:5][CH:4]=[CH:3][CH:2]=1.[Li+].C[Si]([N-][Si](C)(C)C)(C)C.[CH2:22]([O:29][C:30]1[CH:35]=[C:34]([CH2:36]Br)[CH:33]=[CH:32][C:31]=1[N+:38]([O-:40])=[O:39])[C:23]1[CH:28]=[CH:27][CH:26]=[CH:25][CH:24]=1. (4) Given the product [Br:1][C:2]1[CH:7]=[CH:6][C:5]([O:8][CH2:11][C:12]2[C:13]([C:20]3[C:21]([Cl:27])=[CH:22][CH:23]=[CH:24][C:25]=3[Cl:26])=[N:14][O:15][C:16]=2[CH:17]2[CH2:19][CH2:18]2)=[CH:4][C:3]=1[CH3:9], predict the reactants needed to synthesize it. The reactants are: [Br:1][C:2]1[CH:7]=[CH:6][C:5]([OH:8])=[CH:4][C:3]=1[CH3:9].Br[CH2:11][C:12]1[C:13]([C:20]2[C:25]([Cl:26])=[CH:24][CH:23]=[CH:22][C:21]=2[Cl:27])=[N:14][O:15][C:16]=1[CH:17]1[CH2:19][CH2:18]1.C(=O)([O-])[O-].[K+].[K+]. (5) The reactants are: [CH2:1]([O:8][C:9]1[CH:16]=[CH:15][C:14]([C:17]([CH3:20])([CH3:19])[CH3:18])=[CH:13][C:10]=1[CH:11]=[O:12])[C:2]1[CH:7]=[CH:6][CH:5]=[CH:4][CH:3]=1.[BH4-].[Na+].Cl. Given the product [CH2:1]([O:8][C:9]1[CH:16]=[CH:15][C:14]([C:17]([CH3:20])([CH3:19])[CH3:18])=[CH:13][C:10]=1[CH2:11][OH:12])[C:2]1[CH:3]=[CH:4][CH:5]=[CH:6][CH:7]=1, predict the reactants needed to synthesize it. (6) Given the product [Cl:38][C:28]1[CH:27]=[C:26]([NH:25][C:3]2[N:8]=[C:7]([C:9]3[S:13][C:12]([CH3:14])=[N:11][C:10]=3[C:15]3[CH:20]=[CH:19][CH:18]=[C:17]([N+:21]([O-:23])=[O:22])[CH:16]=3)[CH:6]=[CH:5][N:4]=2)[CH:31]=[CH:30][C:29]=1[O:32][CH2:33][CH2:34][N:35]([CH3:36])[CH3:37], predict the reactants needed to synthesize it. The reactants are: [Cl-].Cl[C:3]1[N:8]=[C:7]([C:9]2[S:13][C:12]([CH3:14])=[N:11][C:10]=2[C:15]2[CH:20]=[CH:19][CH:18]=[C:17]([N+:21]([O-:23])=[O:22])[CH:16]=2)[CH:6]=[CH:5][N:4]=1.Cl.[NH2:25][C:26]1[CH:31]=[CH:30][C:29]([O:32][CH2:33][CH2:34][N:35]([CH3:37])[CH3:36])=[C:28]([Cl:38])[CH:27]=1. (7) Given the product [F:1][C:2]([F:9])([F:8])[CH2:3][S:4]([N:14]1[CH2:19][CH2:18][CH:17]([NH:20][C:21]([NH:23][C:24]2[CH:29]=[CH:28][C:27]([C:30]([F:31])([F:32])[F:33])=[CH:26][CH:25]=2)=[O:22])[CH2:16][CH2:15]1)(=[O:6])=[O:5], predict the reactants needed to synthesize it. The reactants are: [F:1][C:2]([F:9])([F:8])[CH2:3][S:4](Cl)(=[O:6])=[O:5].CS([N:14]1[CH2:19][CH2:18][CH:17]([NH:20][C:21]([NH:23][C:24]2[CH:29]=[CH:28][C:27]([C:30]([F:33])([F:32])[F:31])=[CH:26][CH:25]=2)=[O:22])[CH2:16][CH2:15]1)(=O)=O.